From a dataset of Full USPTO retrosynthesis dataset with 1.9M reactions from patents (1976-2016). Predict the reactants needed to synthesize the given product. Given the product [ClH:1].[CH3:2][O:3][C:4]1[CH:5]=[C:6]2[C:9](=[CH:10][C:11]=1[O:12][CH3:13])[C@@H:8]([CH2:14][N:15]([CH3:35])[CH2:16][CH2:17][CH2:18][N:19]1[C:25](=[O:26])[CH2:24][C:23]3[CH:27]=[C:28]([O:33][CH3:34])[C:29]([O:31][CH3:32])=[CH:30][C:22]=3[CH2:21][CH2:20]1)[CH2:7]2, predict the reactants needed to synthesize it. The reactants are: [ClH:1].[CH3:2][O:3][C:4]1[CH:5]=[C:6]2[C:9](=[CH:10][C:11]=1[O:12][CH3:13])[C@@H:8]([CH2:14][N:15]([CH3:35])[CH2:16][CH2:17][CH2:18][N:19]1[C:25](=[O:26])[CH2:24][C:23]3[CH:27]=[C:28]([O:33][CH3:34])[C:29]([O:31][CH3:32])=[CH:30][C:22]=3[CH2:21][CH2:20]1)[CH2:7]2.